Dataset: Retrosynthesis with 50K atom-mapped reactions and 10 reaction types from USPTO. Task: Predict the reactants needed to synthesize the given product. (1) Given the product CC(C)C(O)c1ccc(Br)cc1, predict the reactants needed to synthesize it. The reactants are: CC(C)[Mg+].O=Cc1ccc(Br)cc1. (2) Given the product Cc1ccccc1[C@H](O)C1CC1, predict the reactants needed to synthesize it. The reactants are: Cc1ccccc1C(=O)C1CC1.